From a dataset of Reaction yield outcomes from USPTO patents with 853,638 reactions. Predict the reaction yield, written as a fraction of the theoretical maximum amount of product (1.0 means a 100% yield; for example, 0.34 means a 34% yield). The reactants are C[O-].[Na+].CO[C:6](=[O:11])[C:7]([O:9][CH3:10])=[O:8].[C:12]([C:15]1[CH:16]=[N:17][CH:18]=[CH:19][CH:20]=1)(=[O:14])[CH3:13]. The catalyst is CO. The product is [O:11]=[C:6]([CH2:13][C:12](=[O:14])[C:15]1[CH:16]=[N:17][CH:18]=[CH:19][CH:20]=1)[C:7]([O:9][CH3:10])=[O:8]. The yield is 0.840.